Predict the reactants needed to synthesize the given product. From a dataset of Retrosynthesis with 50K atom-mapped reactions and 10 reaction types from USPTO. (1) Given the product CC(C)(C)c1cccc(CN)c1, predict the reactants needed to synthesize it. The reactants are: CC(C)(C)c1cccc(C#N)c1. (2) Given the product Clc1ccc(Sc2cnn(C3CCCCO3)c2)cc1, predict the reactants needed to synthesize it. The reactants are: Ic1cnn(C2CCCCO2)c1.Sc1ccc(Cl)cc1. (3) Given the product COC(=O)CCCCOc1cc2c(cc1NS(=O)(=O)c1ccc(Cl)cc1)nc(-c1ccccc1)n2-c1ccc(OC)cc1, predict the reactants needed to synthesize it. The reactants are: COC(=O)CCCCOc1cc2c(cc1N)nc(-c1ccccc1)n2-c1ccc(OC)cc1.O=S(=O)(O)c1ccc(Cl)cc1. (4) Given the product O=[N+]([O-])c1ccccc1-c1cccc2ccsc12, predict the reactants needed to synthesize it. The reactants are: Brc1cccc2ccsc12.O=[N+]([O-])c1ccccc1B(O)O. (5) Given the product C=C(C)C1(C(CCNC(=O)c2ccc(F)c(F)c2)C(=O)OC(C)(C)C)CCN(CCc2ccccc2)C1=O, predict the reactants needed to synthesize it. The reactants are: C=C(C)C1(C(CCN)C(=O)OC(C)(C)C)CCN(CCc2ccccc2)C1=O.O=C(Cl)c1ccc(F)c(F)c1. (6) Given the product O=C(N=C1SCCN1Cc1ccc(Cl)nc1)C(F)(F)F, predict the reactants needed to synthesize it. The reactants are: ClCc1ccc(Cl)nc1.O=C(N=C1NCCS1)C(F)(F)F. (7) Given the product Cn1c(Nc2cc(CNC(=O)C3(C(F)(F)F)CC3)c(F)cc2Cl)nc2cc(Cl)c(N3CCC(C(F)(F)F)CC3)cc21, predict the reactants needed to synthesize it. The reactants are: Cn1c(Nc2cc(CN)c(F)cc2Cl)nc2cc(Cl)c(N3CCC(C(F)(F)F)CC3)cc21.O=C(O)C1(C(F)(F)F)CC1.